From a dataset of Catalyst prediction with 721,799 reactions and 888 catalyst types from USPTO. Predict which catalyst facilitates the given reaction. (1) Reactant: [CH2:1]([CH:19]([CH2:21][CH2:22][CH2:23][CH2:24][CH2:25][CH2:26][CH2:27][CH2:28]/[CH:29]=[CH:30]\[CH2:31]/[CH:32]=[CH:33]\[CH2:34][CH2:35][CH2:36][CH2:37][CH3:38])[OH:20])[CH2:2][CH2:3][CH2:4][CH2:5][CH2:6][CH2:7][CH2:8]/[CH:9]=[CH:10]\[CH2:11]/[CH:12]=[CH:13]\[CH2:14][CH2:15][CH2:16][CH2:17][CH3:18].C(N(CC)CC)C.[Br:46][CH2:47][CH2:48][C:49](Cl)=[O:50]. Product: [Br:46][CH2:47][CH2:48][C:49]([O:20][CH:19]([CH2:21][CH2:22][CH2:23][CH2:24][CH2:25][CH2:26][CH2:27][CH2:28]/[CH:29]=[CH:30]\[CH2:31]/[CH:32]=[CH:33]\[CH2:34][CH2:35][CH2:36][CH2:37][CH3:38])[CH2:1][CH2:2][CH2:3][CH2:4][CH2:5][CH2:6][CH2:7][CH2:8]/[CH:9]=[CH:10]\[CH2:11]/[CH:12]=[CH:13]\[CH2:14][CH2:15][CH2:16][CH2:17][CH3:18])=[O:50]. The catalyst class is: 2. (2) Reactant: [C:1]([C:4]1[CH:5]=[CH:6][C:7]([CH3:15])=[C:8]([CH2:10][NH:11]C(=O)C)[CH:9]=1)(=[O:3])[CH3:2].S(=O)(=O)(O)O. Product: [NH2:11][CH2:10][C:8]1[CH:9]=[C:4]([C:1](=[O:3])[CH3:2])[CH:5]=[CH:6][C:7]=1[CH3:15]. The catalyst class is: 6.